This data is from HIV replication inhibition screening data with 41,000+ compounds from the AIDS Antiviral Screen. The task is: Binary Classification. Given a drug SMILES string, predict its activity (active/inactive) in a high-throughput screening assay against a specified biological target. (1) The drug is I.S=C(NNC1=NCCCCN1)Nc1ccc(Cl)cc1. The result is 0 (inactive). (2) The drug is O=C1CC2CCCC(C1)S2=O. The result is 0 (inactive). (3) The compound is CC(C)NC(=O)OCc1nnn2c1CCC2. The result is 0 (inactive). (4) The result is 0 (inactive). The compound is COC(=O)C1CC2C=CC1N(C(=O)OCc1ccccc1)C2.